This data is from Full USPTO retrosynthesis dataset with 1.9M reactions from patents (1976-2016). The task is: Predict the reactants needed to synthesize the given product. (1) Given the product [NH2:21][C:20]1[N:9]([C:4]2[CH:5]=[CH:6][CH:7]=[CH:8][C:3]=2[C:2]([F:11])([F:12])[F:1])[N:10]=[CH:16][C:17]=1[C:18]#[N:19], predict the reactants needed to synthesize it. The reactants are: [F:1][C:2]([F:12])([F:11])[C:3]1[CH:8]=[CH:7][CH:6]=[CH:5][C:4]=1[NH:9][NH2:10].C(O[CH:16]=[C:17]([C:20]#[N:21])[C:18]#[N:19])C. (2) The reactants are: [CH2:1]([NH:3][CH2:4][C:5]#[C:6][CH2:7]Cl)[CH3:2].ClC(Cl)(C)C#C.[CH:15]1([C:21]([C:26]2[CH:31]=[CH:30][CH:29]=[CH:28][CH:27]=2)([OH:25])[C:22]([OH:24])=[O:23])[CH2:20][CH2:19][CH2:18][CH2:17][CH2:16]1. Given the product [CH:26]1([C:21]([C:15]2[CH:20]=[CH:19][CH:18]=[CH:17][CH:16]=2)([OH:25])[C:22]([O:24][CH2:7][C:6]#[C:5][CH2:4][NH:3][CH2:1][CH3:2])=[O:23])[CH2:31][CH2:30][CH2:29][CH2:28][CH2:27]1, predict the reactants needed to synthesize it. (3) The reactants are: C(=O)(OCC(F)(F)F)OCC(F)(F)F.FC(F)(F)C[NH:18][C:19](=[O:38])[O:20][CH2:21][CH:22]1[CH:27]=[CH:26][CH2:25][CH:24]([CH2:28][O:29][C:30](=[O:37])[NH:31]CC(F)(F)F)[CH2:23]1. Given the product [C:30](=[O:37])([O:29][CH2:28][CH:24]1[CH:25]=[CH:26][CH2:27][CH:22]([CH2:21][O:20][C:19](=[O:38])[NH2:18])[CH2:23]1)[NH2:31], predict the reactants needed to synthesize it. (4) Given the product [CH3:21][Si:6]([CH3:5])([CH2:15][CH2:16][Si:17]([CH3:18])([CH3:20])[CH3:19])[CH2:7][CH2:8][CH2:9][O:10][CH2:11][CH:12]([OH:13])[CH2:14][NH:4][CH:1]([CH3:3])[CH3:2], predict the reactants needed to synthesize it. The reactants are: [CH:1]([NH2:4])([CH3:3])[CH3:2].[CH3:5][Si:6]([CH3:21])([CH2:15][CH2:16][Si:17]([CH3:20])([CH3:19])[CH3:18])[CH2:7][CH2:8][CH2:9][O:10][CH2:11][CH:12]1[CH2:14][O:13]1.